This data is from Human liver microsome stability data. The task is: Regression/Classification. Given a drug SMILES string, predict its absorption, distribution, metabolism, or excretion properties. Task type varies by dataset: regression for continuous measurements (e.g., permeability, clearance, half-life) or binary classification for categorical outcomes (e.g., BBB penetration, CYP inhibition). Dataset: hlm. (1) The molecule is COc1cccc(CN2C(=O)C(C3=NS(=O)(=O)c4cc(NS(C)(=O)=O)ccc4N3)=C(O)[C@@H]3[C@H]4CC[C@H](C4)[C@@H]32)c1. The result is 0 (unstable in human liver microsomes). (2) The drug is C[C@@H]1CN(c2ncccc2Cl)[C@@H](C)CN1S(=O)(=O)c1ccc(Cl)c(Cl)c1. The result is 1 (stable in human liver microsomes). (3) The molecule is CC(C)(C)[C@H]1CC(O)=C(C2=NS(=O)(=O)c3cc(NS(C)(=O)=O)ccc3N2)C(=O)N1Cc1ccc(F)cc1. The result is 0 (unstable in human liver microsomes). (4) The compound is COc1cc2ccc(Br)cc2cc1[C@@H](c1cccnc1OC)[C@@](O)(CCN(C)C)c1cccc2ccoc12. The result is 0 (unstable in human liver microsomes). (5) The drug is CCOc1cc(NC(=O)C2(NC(=O)c3ccc4c(C5CCCC5)c(-c5ncc(Cl)cn5)n(C)c4c3)CCC2)cnc1C=CC(=O)O. The result is 0 (unstable in human liver microsomes). (6) The molecule is CC(C)(C)c1cc(NC(=O)[C@@H]2CCCCN2C2CCOCC2)no1. The result is 1 (stable in human liver microsomes). (7) The molecule is CC(C)[C@H]1CC(O)=C(C2=NS(=O)(=O)c3cc(NS(C)(=O)=O)ccc3N2)C(=O)N1Cc1ccc(F)cc1. The result is 0 (unstable in human liver microsomes).